Dataset: Human Reference Interactome with 51,813 positive PPI pairs across 8,248 proteins, plus equal number of experimentally-validated negative pairs. Task: Binary Classification. Given two protein amino acid sequences, predict whether they physically interact or not. (1) Protein 1 (ENSG00000137492) has sequence MPNFCAAPNCTRKSTQSDLAFFRFPRDPARCQKWVENCRRADLEDKTPDQLNKHYRLCAKHFETSMICRTSPYRTVLRDNAIPTIFDLTSHLNNPHSRHRKRIKELSEDEIRTLKQKKIDETSEQEQKHKETNNSNAQNPSEEEGEGQDEDILPLTLEEKENKEYLKSLFEILILMGKQNIPLDGHEADEIPEGLFTPDNFQALLECRINSGEEVLRKRFETTAVNTLFCSKTQQRQMLEICESCIREETLREVRDSHFFSIITDDVVDIAGEEHLPVLVRFVDESHNLREEFIGFLPYE.... Protein 2 (ENSG00000101928) has sequence MHQQKRQPELVEGNLPVFVFPTELIFYADDQSTHKQVLTLYNPYEFALKFKVLCTTPNKYVVVDAAGAVKPQCCVDIVIRHRDVRSCHYGVIDKFRLQVSEQSQRKALGRKEVVATLLPSAKEQQKEEEEKRLKEHLTESLFFEQSFQPGKNRAVSSGPSLLTVFLGVVCIAALMLPTLGDVESLVPLYLHLSVNQKLVAAYILGLITMAILRT*MHQQKRQPELVEGNLPVFVFPTELIFYADDQSTHKQVLTLYNPYEFALKFKVLCTTPNKYVVVDAAGAVKPQCCVDIVIRHRDVR.... Result: 0 (the proteins do not interact). (2) Protein 1 (ENSG00000105497) has sequence MPADVNLSQKPQVLGPEKQDGSCEASVSFEDVTVDFSREEWQQLDPAQRCLYRDVMLELYSHLFAVGYHIPNPEVIFRMLKEKEPRVEEAEVSHQRCQEREFGLEIPQKEISKKASFQKDMVGEFTRDGSWCSILEELRLDADRTKKDEQNQIQPMSHSAFFNKKTLNTESNCEYKDPGKMIRTRPHLASSQKQPQKCCLFTESLKLNLEVNGQNESNDTEQLDDVVGSGQLFSHSSSDACSKNIHTGETFCKGNQCRKVCGHKQSLKQHQIHTQKKPDGCSECGGSFTQKSHLFAQQRI.... Protein 2 (ENSG00000150782) has sequence MAAEPVEDNCINFVAMKFIDNTLYFIAEDDENLESDYFGKLESKLSVIRNLNDQVLFIDQGNRPLFEDMTDSDCRDNAPRTIFIISMYKDSQPRGMAVTISVKCEKISTLSCENKIISFKEMNPPDNIKDTKSDIIFFQRSVPGHDNKMQFESSSYEGYFLACEKERDLFKLILKKEDELGDRSIMFTVQNED*MAAEPVEDNCINFVAMKFIDNTLYFIENLESDYFGKLESKLSVIRNLNDQVLFIDQGNRPLFEDMTDSDCRDNAPRTIFIISMYKDSQPRGMAVTISVKCEKISTL.... Result: 0 (the proteins do not interact). (3) Protein 1 (ENSG00000282034) has sequence VSDGMTGSNPVSPASSSSPASSGAGGISPQHIAQDSSLDGPPGPPDGATVPLEGFSLSQAADLANKGPKWEKSHAEIAEQAKHEAEIETRIAELRKEGFWSLKRLPKVPEPPRPKGHWDYLCEEMQWLSADFAQERRWKRGVARKVVRMVIRHHEEQRQKEERARREEQAKLRRIASTMAKDVRQFWSNVEKVVQFKQQSRLEEKRKKALDLHLDFIVGQTEKYSDLLSQSLNQPLTSSKAGSSPCLGSSSAASSPPPPASRLDDEDGDFQPQEDEEEDDEETIEVEEQQEGNDAEAQRR.... Protein 2 (ENSG00000168795) has sequence MDFPGHFEQIFQQLNYQRLHGQLCDCVIVVGNRHFKAHRSVLAACSTHFRALFSVAEGDQTMNMIQLDSEVVTAEAFAALIDMMYTSTLMLGESNVMDVLLAASHLHLNSVVKACKHYLTTRTLPMSPPSERVQEQSARMQRSFMLQQLGLSIVSSALNSSQNGEEQPAPMSSSMRSNLDQRTPFPMRRLHKRKQSAEERARQRLRPSIDESAISDVTPENGPSGVHSREEFFSPDSLKIVDNPKADGMTDNQEDSAIMFDQSFGTQEDAQVPSQSDNSAGNMAQLSMASRATQVETSFD.... Result: 0 (the proteins do not interact). (4) Protein 2 (ENSG00000165209) has sequence MVKHSTIYPSPEELEAVQNMVSTVECALKHVSDWLDETNKGTKTEGETEVKKDEAGENYSKDQGGRTLCGVMRIGLVAKGLLIKDDMDLELVLMCKDKPTETLLNTVKDNLPIQIQKLTEEKYQVEQCVNEASIIIRNTKEPTLTLKVILTSPLIRDELEKKDGENVSMKDPPDLLDRQKCLNALASLRHAKWFQARANGLKSCVIVLRILRDLCNRVPTWAPLKGWPLELICEKSIGTCNRPLGAGEALRRVMECLASGILLPGGPGLHDPCERDPTDALSYMTIQQKEDITHSAQHAL.... Protein 1 (ENSG00000177885) has sequence MEAIAKYDFKATADDELSFKRGDILKVLNEECDQNWYKAELNGKDGFIPKNYIEMKPHPFGNDVQHFKVLRDGAGKYFLWVVKFNSLNELVDYHRSTSVSRNQQIFLRDIEQVPQQPTYVQALFDFDPQEDGELGFRRGDFIHVMDNSDPNWWKGACHGQTGMFPRNYVTPVNRNV*MEAIAKYDFKATADDELSFKRGDILKVLNEECDQNWYKAELNGKDGFIPKNYIEMKPHPWFFGKIPRAKAEEMLSKQRHDGAFLIRESESAPGDFSLSVKFGNDVQHFKVLRDGAGKYFLWVV.... Result: 0 (the proteins do not interact). (5) Protein 1 (ENSG00000196544) has sequence MESSRGRPGPETDLLAVAEHQALVFGGGPGRTSSEPPAGLRVSGEEETENVGGANRHPRTSPKTSSCGVVHRPEREALENEPGPQGTLSGAGSRRGAPGAEHEPSLSSRHKNPAPPEGKPSSGRDCRRGGPGGGMDVEQQEEEDNDEEAAAGSRAGRSFSSRLQDSRSLDGLSEACGGAGSSGSAESGAGGGRRATISSPLELEGTVSRHGDLTHFVANNLQLKIRLSGAPPPPPSAPARPCPAPAPTPTPAIPPIDPEVLRDLERLSRELGGRVDRLLRGLGGAVQELTALSVGCIQTY.... Protein 2 (ENSG00000223501) has sequence MAAAATMAAAARELVLRAGTSDMEEEEGPLAGGPGLQEPLQLGELDITSDEFILDEVDVHIQANLEDELVKEALKTGVDLRHYSKQVELELQQIEQKSIRDYIQESENIASLHNQITACDAVLERMEQMLGAFQSDLSSISSEIRTLQEQSGAMNIRLRNRQAVRGKLGELVDGLVVPSALVTAILEAPVTEPRFLEQLQELDAKAAAVREQEARGTAACADVRGVLDRLRVKAVTKIREFILQKIYSFRKPMTNYQIPQTALLKYRFFYQFLLGNERATAKEIRDEYVETLSKIYLSYY.... Result: 1 (the proteins interact). (6) Protein 1 (ENSG00000149781) has sequence MAGMKTASGDYIDSSWELRVFVGEEDPEAESVTLRVTGESHIGGVLLKIVEQINRKQDWSDHAIWWEQKRQWLLQTHWTLDKYGILADARLFFGPQHRPVILRLPNRRALRLRASFSQPLFQAVAAICRLLSIRHPEELSLLRAPEKKEKKKKEKEPEEELYDLSKVVLAGGVAPALFRGMPAHFSDSAQTEACYHMLSRPQPPPDPLLLQRLPRPSSLSDKTQLHSRWLDSSRCLMQQGIKAGDALWLRFKYYSFFDLDPKTDPVRLTQLYEQARWDLLLEEIDCTEEEMMVFAALQYH.... Protein 2 (ENSG00000139197) has sequence MAMRELVEAECGGANPLMKLAGHFTQDKALRQEGLRPGPWPPGAPASEAASKPLGVASEDELVAEFLQDQNAPLVSRAPQTFKMDDLLAEMQQIEQSNFRQAPQRAPGVADLALSENWAQEFLAAGDAVDVTQDYNETDWSQEFISEVTDPLSVSPARWAEEYLEQSEEKLWLGEPEGTATDRWYDEYHPEEDLQHTASDFVAKVDDPKLANSEFLKFVRQIGEGQVSLESGAGSGRAQAEQWAAEFIQQQGTSDAWVDQFTRPVNTSALDMEFERAKSAIELQAELEEMAKRDAEAHPW.... Result: 0 (the proteins do not interact).